From a dataset of Reaction yield outcomes from USPTO patents with 853,638 reactions. Predict the reaction yield, written as a fraction of the theoretical maximum amount of product (1.0 means a 100% yield; for example, 0.34 means a 34% yield). (1) The reactants are [CH2:1]([N:8]1[C:13](=[O:14])[C:12]2[C:15]([CH3:18])=[N:16][S:17][C:11]=2[N:10]=[C:9]1[CH:19](Br)[CH:20]([CH3:22])[CH3:21])[C:2]1[CH:7]=[CH:6][CH:5]=[CH:4][CH:3]=1.[N-:24]=[N+:25]=[N-:26].[Na+].[Br-]. The catalyst is CN(C=O)C. The product is [N:24]([CH:19]([C:9]1[N:8]([CH2:1][C:2]2[CH:7]=[CH:6][CH:5]=[CH:4][CH:3]=2)[C:13](=[O:14])[C:12]2[C:15]([CH3:18])=[N:16][S:17][C:11]=2[N:10]=1)[CH:20]([CH3:22])[CH3:21])=[N+:25]=[N-:26]. The yield is 0.940. (2) The reactants are [Cl:1][C:2]1[CH:7]=[CH:6][C:5]([N:8]2[CH:12]=[CH:11][C:10]([C:13]([O:15]CC)=[O:14])=[N:9]2)=[CH:4][CH:3]=1.[Li+].[OH-].Cl. The catalyst is C1COCC1. The product is [Cl:1][C:2]1[CH:3]=[CH:4][C:5]([N:8]2[CH:12]=[CH:11][C:10]([C:13]([OH:15])=[O:14])=[N:9]2)=[CH:6][CH:7]=1. The yield is 0.960.